Dataset: Forward reaction prediction with 1.9M reactions from USPTO patents (1976-2016). Task: Predict the product of the given reaction. (1) The product is: [NH2:11][C:8]1[N:9]=[CH:10][C:5]2[S:4][CH:3]=[C:2]([C:21]3[CH:22]=[C:17]([S:14]([NH:13][CH3:12])(=[O:15])=[O:16])[CH:18]=[CH:19][CH:20]=3)[C:6]=2[N:7]=1. Given the reactants Br[C:2]1[C:6]2[N:7]=[C:8]([NH2:11])[N:9]=[CH:10][C:5]=2[S:4][CH:3]=1.[CH3:12][NH:13][S:14]([C:17]1[CH:22]=[CH:21][CH:20]=[C:19](B2OC(C)(C)C(C)(C)O2)[CH:18]=1)(=[O:16])=[O:15], predict the reaction product. (2) Given the reactants [C:1]([O:5][C:6](=[O:15])[CH2:7]/[N:8]=[CH:9]/[CH2:10][C:11]([CH3:14])([CH3:13])[CH3:12])([CH3:4])([CH3:3])[CH3:2].[Cl:16][C:17]1[C:18]([F:35])=[C:19](/[CH:23]=[C:24](/[C:27]2[CH:32]=[CH:31][C:30]([Cl:33])=[CH:29][C:28]=2[F:34])\[C:25]#[N:26])[CH:20]=[CH:21][CH:22]=1.C(N(CC)CC)C, predict the reaction product. The product is: [C:1]([O:5][C:6]([CH:7]1[CH:23]([C:19]2[CH:20]=[CH:21][CH:22]=[C:17]([Cl:16])[C:18]=2[F:35])[C:24]([C:27]2[CH:32]=[CH:31][C:30]([Cl:33])=[CH:29][C:28]=2[F:34])([C:25]#[N:26])[CH:9]([CH2:10][C:11]([CH3:14])([CH3:13])[CH3:12])[NH:8]1)=[O:15])([CH3:4])([CH3:3])[CH3:2]. (3) Given the reactants CO[C:3](=[O:20])[C:4]1[CH:9]=[CH:8][C:7]([CH2:10][N:11]2[CH2:16][CH2:15][CH2:14][N:13]3[CH2:17][CH2:18][CH2:19][CH:12]23)=[CH:6][CH:5]=1.[CH2:21]([NH2:27])[CH2:22][CH2:23][CH2:24][CH2:25][CH3:26].[C-]#N.[Na+].O, predict the reaction product. The product is: [N:11]1([CH2:10][C:7]2[CH:6]=[CH:5][C:4]([C:3]([NH:27][CH2:21][CH2:22][CH2:23][CH2:24][CH2:25][CH3:26])=[O:20])=[CH:9][CH:8]=2)[CH2:16][CH2:15][CH2:14][N:13]2[CH2:17][CH2:18][CH2:19][CH:12]12. (4) Given the reactants [CH2:1]([O:3][C:4]([N:6]1[CH2:11][CH2:10][C@@H:9]([NH:12][S:13]([C:16]2[C:25]3[C:20](=[CH:21][CH:22]=[CH:23][CH:24]=3)[C:19]([NH:26][C:27](=[O:35])[C:28]3[CH:33]=[CH:32][CH:31]=[CH:30][C:29]=3[CH3:34])=[CH:18][CH:17]=2)(=[O:15])=[O:14])[C@H:8]([C:36](OCC)=[O:37])[CH2:7]1)=[O:5])[CH3:2].C(OC(N1CCC(N)CC1)=O)(C)(C)C.N(C(C)C)=C=O.[BH4-].[Li+], predict the reaction product. The product is: [CH2:1]([O:3][C:4]([N:6]1[CH2:11][CH2:10][C@@H:9]([NH:12][S:13]([C:16]2[C:25]3[C:20](=[CH:21][CH:22]=[CH:23][CH:24]=3)[C:19]([NH:26][C:27](=[O:35])[C:28]3[CH:33]=[CH:32][CH:31]=[CH:30][C:29]=3[CH3:34])=[CH:18][CH:17]=2)(=[O:14])=[O:15])[C@H:8]([CH2:36][OH:37])[CH2:7]1)=[O:5])[CH3:2]. (5) Given the reactants [N:1]1[CH:6]=[CH:5][CH:4]=[CH:3][C:2]=1[C:7]1[CH:8]=[CH:9][C:10](=O)[NH:11][N:12]=1.O=P(Cl)(Cl)[Cl:16], predict the reaction product. The product is: [Cl:16][C:10]1[N:11]=[N:12][C:7]([C:2]2[CH:3]=[CH:4][CH:5]=[CH:6][N:1]=2)=[CH:8][CH:9]=1. (6) Given the reactants [CH2:1]([O:8][C:9]1[CH:10]=[C:11]([C:15]2[C:19]([C:20]3[CH:25]=[CH:24][N:23]=[C:22](Cl)[N:21]=3)=[CH:18][NH:17][N:16]=2)[CH:12]=[CH:13][CH:14]=1)[C:2]1[CH:7]=[CH:6][CH:5]=[CH:4][CH:3]=1.[NH2:27][C:28]1[CH:36]=[CH:35][C:31]([C:32]([OH:34])=[O:33])=[CH:30][CH:29]=1.C(OCC)(=O)C, predict the reaction product. The product is: [CH2:1]([O:8][C:9]1[CH:10]=[C:11]([C:15]2[C:19]([C:20]3[CH:25]=[CH:24][N:23]=[C:22]([NH:27][C:28]4[CH:36]=[CH:35][C:31]([C:32]([OH:34])=[O:33])=[CH:30][CH:29]=4)[N:21]=3)=[CH:18][NH:17][N:16]=2)[CH:12]=[CH:13][CH:14]=1)[C:2]1[CH:7]=[CH:6][CH:5]=[CH:4][CH:3]=1.